This data is from CYP1A2 inhibition data for predicting drug metabolism from PubChem BioAssay. The task is: Regression/Classification. Given a drug SMILES string, predict its absorption, distribution, metabolism, or excretion properties. Task type varies by dataset: regression for continuous measurements (e.g., permeability, clearance, half-life) or binary classification for categorical outcomes (e.g., BBB penetration, CYP inhibition). Dataset: cyp1a2_veith. The drug is COc1ccccc1CNc1cc(-c2c(C)noc2C)ncn1. The result is 1 (inhibitor).